From a dataset of Full USPTO retrosynthesis dataset with 1.9M reactions from patents (1976-2016). Predict the reactants needed to synthesize the given product. Given the product [CH3:6][O:5][P:4]([CH2:8][P:9]([CH2:14][CH2:15][CH2:16][CH2:17][CH2:18][CH2:19][CH2:20][CH2:21][CH2:22][CH2:23][CH2:24][OH:30])([O:11][CH2:12][CH3:13])=[O:10])(=[O:7])[O:3][CH3:2], predict the reactants needed to synthesize it. The reactants are: B.[CH3:2][O:3][P:4]([CH2:8][P:9]([CH2:14][CH2:15][CH2:16][CH2:17][CH2:18][CH2:19][CH2:20][CH2:21][CH2:22][CH:23]=[CH2:24])([O:11][CH2:12][CH3:13])=[O:10])(=[O:7])[O:5][CH3:6].[OH-].[Na+].OO.S(=O)(O)[O-:30].[Na+].